Task: Predict the product of the given reaction.. Dataset: Forward reaction prediction with 1.9M reactions from USPTO patents (1976-2016) (1) Given the reactants N(C(OC(C)C)=O)=NC(OC(C)C)=O.[OH:15][C@@H:16]1[CH2:20][CH2:19][N:18]([C:21]([O:23][C:24]([CH3:27])([CH3:26])[CH3:25])=[O:22])[CH2:17]1.[C:28]1(O)[CH:33]=[CH:32][CH:31]=[CH:30][CH:29]=1.C1(P(C2C=CC=CC=2)C2C=CC=CC=2)C=CC=CC=1, predict the reaction product. The product is: [O:15]([C@H:16]1[CH2:20][CH2:19][N:18]([C:21]([O:23][C:24]([CH3:27])([CH3:26])[CH3:25])=[O:22])[CH2:17]1)[C:28]1[CH:33]=[CH:32][CH:31]=[CH:30][CH:29]=1. (2) Given the reactants [Cl:1][C:2]1[C:7]([C:8]([O:10][CH2:11][CH3:12])=[O:9])=[CH:6][N:5]=[C:4]2[N:13]([Si](C(C)C)(C(C)C)C(C)C)[CH:14]=[CH:15][C:3]=12.CCCC[N+](CCCC)(CCCC)CCCC.[F-], predict the reaction product. The product is: [Cl:1][C:2]1[C:7]([C:8]([O:10][CH2:11][CH3:12])=[O:9])=[CH:6][N:5]=[C:4]2[NH:13][CH:14]=[CH:15][C:3]=12. (3) The product is: [NH2:23][C@@:13]1([C:4]2[CH:5]=[CH:6][C:7]([O:8][C:9]([F:12])([F:10])[F:11])=[C:2]([F:1])[CH:3]=2)[C:17]2=[N:18][CH:19]=[CH:20][CH:21]=[C:16]2[C:15](=[O:22])[CH2:14]1. Given the reactants [F:1][C:2]1[CH:3]=[C:4]([C@:13]2([NH:23][S@@](C(C)(C)C)=O)[C:17]3=[N:18][CH:19]=[CH:20][CH:21]=[C:16]3[C:15](=[O:22])[CH2:14]2)[CH:5]=[CH:6][C:7]=1[O:8][C:9]([F:12])([F:11])[F:10].Cl.O1CCOCC1, predict the reaction product. (4) Given the reactants [CH3:1][NH:2][C:3]([CH:5]1[CH2:10][CH2:9][N:8]([CH2:11][C:12]2[S:20][C:19]3[C:18]([N:21]4[CH2:26][CH2:25][O:24][CH2:23][CH2:22]4)=[N:17][C:16](Cl)=[N:15][C:14]=3[CH:13]=2)[CH2:7][CH2:6]1)=[O:4].CC1(C)C(C)(C)OB([C:36]2[CH:37]=[CH:38][C:39]([NH2:42])=[N:40][CH:41]=2)O1, predict the reaction product. The product is: [NH2:42][C:39]1[N:40]=[CH:41][C:36]([C:16]2[N:17]=[C:18]([N:21]3[CH2:26][CH2:25][O:24][CH2:23][CH2:22]3)[C:19]3[S:20][C:12]([CH2:11][N:8]4[CH2:9][CH2:10][CH:5]([C:3]([NH:2][CH3:1])=[O:4])[CH2:6][CH2:7]4)=[CH:13][C:14]=3[N:15]=2)=[CH:37][CH:38]=1. (5) Given the reactants [Cl:1][C:2]1[CH:10]=[C:9]2[C:5]([C:6]([C:11]([N:13]3[CH2:18][CH2:17][C:16]4([C:22]5[CH:23]=[CH:24][CH:25]=[CH:26][C:21]=5[CH2:20][O:19]4)[CH2:15][CH2:14]3)=[O:12])=[CH:7][NH:8]2)=[CH:4][CH:3]=1.[N:27]1[CH:32]=[CH:31][CH:30]=[CH:29][C:28]=1[CH2:33]OS(C)(=O)=O, predict the reaction product. The product is: [Cl:1][C:2]1[CH:10]=[C:9]2[C:5]([C:6]([C:11]([N:13]3[CH2:18][CH2:17][C:16]4([C:22]5[CH:23]=[CH:24][CH:25]=[CH:26][C:21]=5[CH2:20][O:19]4)[CH2:15][CH2:14]3)=[O:12])=[CH:7][N:8]2[CH2:33][C:28]2[CH:29]=[CH:30][CH:31]=[CH:32][N:27]=2)=[CH:4][CH:3]=1. (6) Given the reactants [F:1][C:2]1[CH:22]=[C:21]([S:23]([CH3:26])(=[O:25])=[O:24])[C:20]([F:27])=[CH:19][C:3]=1[O:4][CH:5]1[CH2:9][CH2:8][N:7]([CH:10]2[CH2:15][CH2:14][N:13]([C:16]#[N:17])[CH2:12][CH2:11]2)[C:6]1=[O:18].[NH2:28][OH:29], predict the reaction product. The product is: [F:1][C:2]1[CH:22]=[C:21]([S:23]([CH3:26])(=[O:25])=[O:24])[C:20]([F:27])=[CH:19][C:3]=1[O:4][C@@H:5]1[CH2:9][CH2:8][N:7]([CH:10]2[CH2:11][CH2:12][N:13](/[C:16](=[N:28]/[OH:29])/[NH2:17])[CH2:14][CH2:15]2)[C:6]1=[O:18]. (7) Given the reactants [CH:1]([NH:4][C:5]([C:7]1[CH:12]=[CH:11][C:10]([C:13]2[CH:18]=[CH:17][C:16]([CH2:19][C@H:20]([NH:34][C:35]([C@H:37]3[CH2:42][CH2:41][C@H:40]([CH2:43][NH:44]C(=O)OC(C)(C)C)[CH2:39][CH2:38]3)=[O:36])[C:21](=[O:33])[NH:22][C:23]3[CH:31]=[C:30]4[C:26]([C:27](=[O:32])[NH:28][NH:29]4)=[CH:25][CH:24]=3)=[CH:15][CH:14]=2)=[C:9]([CH3:52])[CH:8]=1)=[O:6])([CH3:3])[CH3:2].[ClH:53].C(#N)C, predict the reaction product. The product is: [ClH:53].[NH2:44][CH2:43][C@H:40]1[CH2:39][CH2:38][C@H:37]([C:35]([NH:34][C@H:20]([C:21](=[O:33])[NH:22][C:23]2[CH:31]=[C:30]3[C:26]([C:27](=[O:32])[NH:28][NH:29]3)=[CH:25][CH:24]=2)[CH2:19][C:16]2[CH:15]=[CH:14][C:13]([C:10]3[CH:11]=[CH:12][C:7]([C:5]([NH:4][CH:1]([CH3:2])[CH3:3])=[O:6])=[CH:8][C:9]=3[CH3:52])=[CH:18][CH:17]=2)=[O:36])[CH2:42][CH2:41]1. (8) The product is: [F:10][C:8]([C:5]1[CH:6]=[CH:7][C:2]([CH:14]=[O:15])=[CH:3][CH:4]=1)([F:11])[CH3:9]. Given the reactants Br[C:2]1[CH:7]=[CH:6][C:5]([C:8]([F:11])([F:10])[CH3:9])=[CH:4][CH:3]=1.CN(C)[CH:14]=[O:15].Cl, predict the reaction product. (9) Given the reactants [C:1]([C:3]1[CH:4]=[CH:5][C:6]2[O:10][C:9]([CH:11]([NH:18][C:19]3[CH:27]=[CH:26][C:22]([C:23](O)=[O:24])=[CH:21][CH:20]=3)[CH:12]3[CH2:17][CH2:16][CH2:15][CH2:14][CH2:13]3)=[C:8]([CH3:28])[C:7]=2[CH:29]=1)#[N:2].Cl.[CH2:31]([O:33][C:34](=[O:38])[CH2:35][CH2:36][NH2:37])[CH3:32].O.ON1C2C=CC=CC=2N=N1.Cl.C(N=C=NCCCN(C)C)C.Cl, predict the reaction product. The product is: [C:1]([C:3]1[CH:4]=[CH:5][C:6]2[O:10][C:9]([CH:11]([NH:18][C:19]3[CH:27]=[CH:26][C:22]([C:23]([NH:37][CH2:36][CH2:35][C:34]([O:33][CH2:31][CH3:32])=[O:38])=[O:24])=[CH:21][CH:20]=3)[CH:12]3[CH2:13][CH2:14][CH2:15][CH2:16][CH2:17]3)=[C:8]([CH3:28])[C:7]=2[CH:29]=1)#[N:2].